From a dataset of NCI-60 drug combinations with 297,098 pairs across 59 cell lines. Regression. Given two drug SMILES strings and cell line genomic features, predict the synergy score measuring deviation from expected non-interaction effect. (1) Drug 1: CC12CCC3C(C1CCC2=O)CC(=C)C4=CC(=O)C=CC34C. Drug 2: C(CCl)NC(=O)N(CCCl)N=O. Cell line: MDA-MB-231. Synergy scores: CSS=51.2, Synergy_ZIP=-2.19, Synergy_Bliss=-0.445, Synergy_Loewe=-2.65, Synergy_HSA=-1.09. (2) Drug 1: COC1=CC(=CC(=C1O)OC)C2C3C(COC3=O)C(C4=CC5=C(C=C24)OCO5)OC6C(C(C7C(O6)COC(O7)C8=CC=CS8)O)O. Drug 2: C1CC(=O)NC(=O)C1N2C(=O)C3=CC=CC=C3C2=O. Cell line: UACC62. Synergy scores: CSS=35.2, Synergy_ZIP=4.24, Synergy_Bliss=6.76, Synergy_Loewe=-23.1, Synergy_HSA=7.00. (3) Drug 1: C1=CC(=CC=C1CCC2=CNC3=C2C(=O)NC(=N3)N)C(=O)NC(CCC(=O)O)C(=O)O. Drug 2: CCC1=CC2CC(C3=C(CN(C2)C1)C4=CC=CC=C4N3)(C5=C(C=C6C(=C5)C78CCN9C7C(C=CC9)(C(C(C8N6C)(C(=O)OC)O)OC(=O)C)CC)OC)C(=O)OC.C(C(C(=O)O)O)(C(=O)O)O. Cell line: HCT116. Synergy scores: CSS=48.2, Synergy_ZIP=2.38, Synergy_Bliss=0.654, Synergy_Loewe=-0.135, Synergy_HSA=3.61. (4) Drug 1: CCCS(=O)(=O)NC1=C(C(=C(C=C1)F)C(=O)C2=CNC3=C2C=C(C=N3)C4=CC=C(C=C4)Cl)F. Drug 2: CCCCCOC(=O)NC1=NC(=O)N(C=C1F)C2C(C(C(O2)C)O)O. Cell line: MCF7. Synergy scores: CSS=-1.55, Synergy_ZIP=0.0366, Synergy_Bliss=-0.743, Synergy_Loewe=-2.61, Synergy_HSA=-2.51. (5) Drug 1: C1CN1P(=S)(N2CC2)N3CC3. Drug 2: CCN(CC)CCNC(=O)C1=C(NC(=C1C)C=C2C3=C(C=CC(=C3)F)NC2=O)C. Cell line: RPMI-8226. Synergy scores: CSS=23.6, Synergy_ZIP=-6.12, Synergy_Bliss=-6.62, Synergy_Loewe=-5.81, Synergy_HSA=-5.20. (6) Drug 1: CCCCCOC(=O)NC1=NC(=O)N(C=C1F)C2C(C(C(O2)C)O)O. Drug 2: B(C(CC(C)C)NC(=O)C(CC1=CC=CC=C1)NC(=O)C2=NC=CN=C2)(O)O. Cell line: SK-MEL-28. Synergy scores: CSS=48.7, Synergy_ZIP=4.75, Synergy_Bliss=4.96, Synergy_Loewe=-26.5, Synergy_HSA=-5.70. (7) Drug 1: CC1=C(C(=CC=C1)Cl)NC(=O)C2=CN=C(S2)NC3=CC(=NC(=N3)C)N4CCN(CC4)CCO. Drug 2: CN(CC1=CN=C2C(=N1)C(=NC(=N2)N)N)C3=CC=C(C=C3)C(=O)NC(CCC(=O)O)C(=O)O. Cell line: BT-549. Synergy scores: CSS=6.69, Synergy_ZIP=-5.66, Synergy_Bliss=1.24, Synergy_Loewe=-9.64, Synergy_HSA=-0.343.